This data is from Catalyst prediction with 721,799 reactions and 888 catalyst types from USPTO. The task is: Predict which catalyst facilitates the given reaction. (1) Reactant: Br[C:2]1[C:3]([C@@H:14]([NH:24][C:25](=[O:31])[O:26][C:27]([CH3:30])([CH3:29])[CH3:28])[CH2:15][C:16]2[CH:21]=[C:20]([F:22])[CH:19]=[C:18]([F:23])[CH:17]=2)=[N:4][C:5]([C:8]#[C:9][C:10]([OH:13])([CH3:12])[CH3:11])=[CH:6][CH:7]=1.[CH3:32][C:33]1[N:38]2[C:39](=[O:42])[NH:40][N:41]=[C:37]2[CH:36]=[CH:35][C:34]=1B1OC(C)(C)C(C)(C)O1.C([O-])(O)=O.[Na+]. Product: [F:23][C:18]1[CH:17]=[C:16]([CH2:15][C@H:14]([NH:24][C:25](=[O:31])[O:26][C:27]([CH3:30])([CH3:29])[CH3:28])[C:3]2[C:2]([C:34]3[CH:35]=[CH:36][C:37]4[N:38]([C:39](=[O:42])[NH:40][N:41]=4)[C:33]=3[CH3:32])=[CH:7][CH:6]=[C:5]([C:8]#[C:9][C:10]([OH:13])([CH3:12])[CH3:11])[N:4]=2)[CH:21]=[C:20]([F:22])[CH:19]=1. The catalyst class is: 12. (2) Reactant: [N:1]([O-:3])=O.[Na+].[N:5]1([C:14]2[CH:19]=[CH:18][C:17]([C:20](=[O:35])[CH2:21][C:22]3[CH:23]=[N:24][C:25]([N:28]4[CH2:33][CH2:32][N:31]([CH3:34])[CH2:30][CH2:29]4)=[CH:26][CH:27]=3)=[CH:16][CH:15]=2)[C:9]2=[N:10][CH:11]=[CH:12][CH:13]=[C:8]2[CH:7]=[CH:6]1. Product: [N:5]1([C:14]2[CH:19]=[CH:18][C:17]([C:20](=[O:35])[C:21](=[N:1][OH:3])[C:22]3[CH:23]=[N:24][C:25]([N:28]4[CH2:29][CH2:30][N:31]([CH3:34])[CH2:32][CH2:33]4)=[CH:26][CH:27]=3)=[CH:16][CH:15]=2)[C:9]2=[N:10][CH:11]=[CH:12][CH:13]=[C:8]2[CH:7]=[CH:6]1. The catalyst class is: 86. (3) Reactant: [O:1]=[C:2]1[NH:7][C:6]2[CH:8]=[C:9]([C:12](OC)=[O:13])[CH:10]=[N:11][C:5]=2[N:4]2[CH2:16][CH2:17][CH2:18][C@@H:3]12.[H-].[Na+].[H-].[H-].[H-].[H-].[Li+].[Al+3]. Product: [OH:13][CH2:12][C:9]1[CH:10]=[N:11][C:5]2[N:4]3[CH2:16][CH2:17][CH2:18][C@H:3]3[C:2](=[O:1])[NH:7][C:6]=2[CH:8]=1. The catalyst class is: 1. (4) Reactant: [CH2:1]([C:8]1[CH:9]=[C:10]([CH:13]=[CH:14][CH:15]=1)[CH2:11]O)[C:2]1[CH:7]=[CH:6][CH:5]=[CH:4][CH:3]=1.O=S(Cl)[Cl:18]. Product: [CH2:1]([C:8]1[CH:9]=[C:10]([CH:13]=[CH:14][CH:15]=1)[CH2:11][Cl:18])[C:2]1[CH:7]=[CH:6][CH:5]=[CH:4][CH:3]=1. The catalyst class is: 26. (5) Reactant: [Br:1][C:2]1[CH:7]=[C:6]([F:8])[CH:5]=[CH:4][C:3]=1[CH3:9].[Br:10]N1C(=O)CCC1=O. Product: [Br:1][C:2]1[CH:7]=[C:6]([F:8])[CH:5]=[CH:4][C:3]=1[CH2:9][Br:10]. The catalyst class is: 53. (6) Reactant: [CH3:1][NH:2][C:3]1[C:8](C(OC)=O)=[CH:7][CH:6]=[CH:5][CH:4]=1.[O:13]([C:15]#[N:16])[K].[C:17]([OH:20])(=O)C. Product: [CH3:1][N:2]1[C:3]2[C:4](=[CH:5][CH:6]=[CH:7][CH:8]=2)[C:15](=[O:13])[NH:16][C:17]1=[O:20]. The catalyst class is: 6. (7) Reactant: [NH2:1][C@H:2]([C:8]1[N:17]([C:18]2[CH:23]=[CH:22][CH:21]=[CH:20][CH:19]=2)[C:16](=[O:24])[C:15]2[C:10](=[CH:11][CH:12]=[CH:13][C:14]=2[F:25])[N:9]=1)[CH2:3][C:4]([F:7])([F:6])[F:5].Br[C:27]1[N:35]=[CH:34][N:33]=[C:32]2[C:28]=1[N:29]=[CH:30][NH:31]2.C(N(C(C)C)CC)(C)C. Product: [N:35]1[C:27]([NH:1][C@H:2]([C:8]2[N:17]([C:18]3[CH:19]=[CH:20][CH:21]=[CH:22][CH:23]=3)[C:16](=[O:24])[C:15]3[C:10](=[CH:11][CH:12]=[CH:13][C:14]=3[F:25])[N:9]=2)[CH2:3][C:4]([F:6])([F:5])[F:7])=[C:28]2[C:32]([NH:31][CH:30]=[N:29]2)=[N:33][CH:34]=1. The catalyst class is: 218. (8) Reactant: C1(P(C2CCCCC2)C2C=CC=CC=2C2C=CC=CC=2N(C)C)CCCCC1.C(=O)([O-])[O-].[K+].[K+].O=O.N#N.[CH3:39][O:40][C:41](=[O:49])[C:42]1[CH:47]=[CH:46][C:45](Br)=[CH:44][CH:43]=1.[CH:50]([N:53]1[CH2:58][CH2:57][NH:56][CH2:55][CH2:54]1)([CH3:52])[CH3:51]. Product: [CH3:39][O:40][C:41](=[O:49])[C:42]1[CH:47]=[CH:46][C:45]([N:56]2[CH2:57][CH2:58][N:53]([CH:50]([CH3:52])[CH3:51])[CH2:54][CH2:55]2)=[CH:44][CH:43]=1. The catalyst class is: 57. (9) Reactant: [Cl:1][C:2]1[CH:7]=[C:6](Cl)[CH:5]=[CH:4][N:3]=1.[Cl:9][C:10]1[CH:16]=[C:15]([Cl:17])[CH:14]=[CH:13][C:11]=1[NH2:12].CC(C)([O-])C.[Na+].C1(P(C2C=CC=CC=2)C2C3OC4C(=CC=CC=4P(C4C=CC=CC=4)C4C=CC=CC=4)C(C)(C)C=3C=CC=2)C=CC=CC=1. Product: [Cl:1][C:2]1[N:3]=[C:4]([NH:12][C:11]2[CH:13]=[CH:14][C:15]([Cl:17])=[CH:16][C:10]=2[Cl:9])[CH:5]=[CH:6][CH:7]=1. The catalyst class is: 720. (10) Reactant: [CH3:1][C:2]([CH3:22])=[CH:3][C:4]([NH:6][C@H:7]([C:18]([O:20]C)=[O:19])[CH2:8][C:9]1[C:17]2[C:12](=[CH:13][CH:14]=[CH:15][CH:16]=2)[NH:11][CH:10]=1)=[O:5].[OH-].[Na+]. Product: [CH3:1][C:2]([CH3:22])=[CH:3][C:4]([NH:6][C@H:7]([C:18]([OH:20])=[O:19])[CH2:8][C:9]1[C:17]2[C:12](=[CH:13][CH:14]=[CH:15][CH:16]=2)[NH:11][CH:10]=1)=[O:5]. The catalyst class is: 5.